This data is from Forward reaction prediction with 1.9M reactions from USPTO patents (1976-2016). The task is: Predict the product of the given reaction. (1) Given the reactants Br[C:2]1[CH:8]=[CH:7][C:5]([NH2:6])=[C:4]([N+:9]([O-:11])=[O:10])[CH:3]=1.[CH3:12][N:13]1[CH:17]=[C:16](B2OC(C)(C)C(C)(C)O2)[CH:15]=[N:14]1.C([O-])([O-])=O.[Na+].[Na+].O, predict the reaction product. The product is: [CH3:12][N:13]1[CH:17]=[C:16]([C:2]2[CH:8]=[CH:7][C:5]([NH2:6])=[C:4]([N+:9]([O-:11])=[O:10])[CH:3]=2)[CH:15]=[N:14]1. (2) Given the reactants [CH2:1](O)[CH2:2][O:3][CH2:4][CH2:5][O:6][CH2:7][CH2:8][OH:9].C(Br)(Br)(Br)[Br:12].C1(P(C2C=CC=CC=2)C2C=CC=CC=2)C=CC=CC=1, predict the reaction product. The product is: [Br:12][CH2:1][CH2:2][O:3][CH2:4][CH2:5][O:6][CH2:7][CH2:8][OH:9]. (3) The product is: [NH:29]1[C:37]2[C:32](=[C:33]([C:2]3[N:3]=[C:4]([N:23]4[CH2:28][CH2:27][O:26][CH2:25][CH2:24]4)[C:5]4[N:11]=[C:10]([CH2:12][N:13]5[CH2:18][CH2:17][CH:16]([C:19]([OH:22])([CH3:21])[CH3:20])[CH2:15][CH2:14]5)[CH:9]=[CH:8][C:6]=4[N:7]=3)[CH:34]=[CH:35][CH:36]=2)[CH:31]=[CH:30]1. Given the reactants Cl[C:2]1[N:3]=[C:4]([N:23]2[CH2:28][CH2:27][O:26][CH2:25][CH2:24]2)[C:5]2[N:11]=[C:10]([CH2:12][N:13]3[CH2:18][CH2:17][CH:16]([C:19]([OH:22])([CH3:21])[CH3:20])[CH2:15][CH2:14]3)[CH:9]=[CH:8][C:6]=2[N:7]=1.[NH:29]1[C:37]2[C:32](=[C:33](B(O)O)[CH:34]=[CH:35][CH:36]=2)[CH:31]=[CH:30]1, predict the reaction product. (4) Given the reactants BrC1C=CC=C2C=1C(O)(C1C(O)=CC3OCOC=3C=1)C(=O)N2CCCCC.[Br:28][C:29]1[CH:34]=[CH:33][C:32]([C:35]2(O)[C:43]3[C:38](=[CH:39][CH:40]=[CH:41][CH:42]=3)[N:37]([CH2:44][CH2:45][CH2:46][CH2:47][CH3:48])[C:36]2=[O:49])=[C:31]([OH:51])[CH:30]=1, predict the reaction product. The product is: [Br:28][C:29]1[CH:34]=[CH:33][C:32]([CH:35]2[C:43]3[C:38](=[CH:39][CH:40]=[CH:41][CH:42]=3)[N:37]([CH2:44][CH2:45][CH2:46][CH2:47][CH3:48])[C:36]2=[O:49])=[C:31]([OH:51])[CH:30]=1. (5) Given the reactants [Cl:1][C:2]1[N:7]=[C:6]([O:8][C@@H:9]([C@H:11]2[CH2:15][N:14]([C@@H](C3C=CC(OC)=CC=3)C)[C:13](=[O:26])[CH2:12]2)[CH3:10])[C:5]2[N:27]([CH3:30])[CH:28]=[N:29][C:4]=2[CH:3]=1, predict the reaction product. The product is: [Cl:1][C:2]1[N:7]=[C:6]([O:8][C@@H:9]([C@H:11]2[CH2:15][NH:14][C:13](=[O:26])[CH2:12]2)[CH3:10])[C:5]2[N:27]([CH3:30])[CH:28]=[N:29][C:4]=2[CH:3]=1.